From a dataset of Full USPTO retrosynthesis dataset with 1.9M reactions from patents (1976-2016). Predict the reactants needed to synthesize the given product. (1) The reactants are: Br[C:2]1[CH:19]=[CH:18][C:5]2[CH2:6][N:7]([C:11]([O:13][C:14]([CH3:17])([CH3:16])[CH3:15])=[O:12])[CH2:8][CH2:9][O:10][C:4]=2[CH:3]=1.[C:20]1(B(O)O)[CH:25]=[CH:24][CH:23]=[CH:22][CH:21]=1.O. Given the product [C:20]1([C:2]2[CH:19]=[CH:18][C:5]3[CH2:6][N:7]([C:11]([O:13][C:14]([CH3:17])([CH3:16])[CH3:15])=[O:12])[CH2:8][CH2:9][O:10][C:4]=3[CH:3]=2)[CH:25]=[CH:24][CH:23]=[CH:22][CH:21]=1, predict the reactants needed to synthesize it. (2) The reactants are: [OH:1][CH2:2][CH:3]1[CH2:12][C:11]2[C:6](=[CH:7][CH:8]=[CH:9][CH:10]=2)[C:5](=[O:13])[NH:4]1.C(N(CC)CC)C.[CH3:21][S:22](Cl)(=[O:24])=[O:23]. Given the product [CH3:21][S:22]([O:1][CH2:2][CH:3]1[CH2:12][C:11]2[C:6](=[CH:7][CH:8]=[CH:9][CH:10]=2)[C:5](=[O:13])[NH:4]1)(=[O:24])=[O:23], predict the reactants needed to synthesize it. (3) Given the product [Br:1][C:2]1[CH:7]=[CH:6][C:5]([C:8]([F:11])([F:10])[F:9])=[CH:4][C:3]=1[CH2:12][Cl:16], predict the reactants needed to synthesize it. The reactants are: [Br:1][C:2]1[CH:7]=[CH:6][C:5]([C:8]([F:11])([F:10])[F:9])=[CH:4][C:3]=1[CH2:12]O.S(Cl)([Cl:16])=O. (4) Given the product [CH2:1]([C:3]1[C:4](=[O:15])[N:5]([C:9]2[CH:10]=[CH:11][CH:12]=[CH:13][CH:14]=2)[N:6]([CH3:17])[C:7]=1[CH3:8])[CH3:2], predict the reactants needed to synthesize it. The reactants are: [CH2:1]([C:3]1[C:4](=[O:15])[N:5]([C:9]2[CH:14]=[CH:13][CH:12]=[CH:11][CH:10]=2)[NH:6][C:7]=1[CH3:8])[CH3:2].I[CH3:17].